From a dataset of Catalyst prediction with 721,799 reactions and 888 catalyst types from USPTO. Predict which catalyst facilitates the given reaction. The catalyst class is: 36. Product: [C:1]([C:3]1[CH:4]=[CH:5][C:6]2[N:7]([C:9]([C:12]([OH:14])=[O:13])=[CH:10][N:11]=2)[CH:8]=1)(=[O:22])[NH2:2]. Reactant: [C:1]([C:3]1[CH:4]=[CH:5][C:6]2[N:7]([C:9]([C:12]([O:14]CC)=[O:13])=[CH:10][N:11]=2)[CH:8]=1)#[N:2].[Li+].[OH-].C(O)(=O)CC(CC(O)=O)(C(O)=O)[OH:22].